From a dataset of Full USPTO retrosynthesis dataset with 1.9M reactions from patents (1976-2016). Predict the reactants needed to synthesize the given product. The reactants are: Cl[CH2:2][CH2:3][C:4]1[C:9](=[O:10])[N:8]2[CH:11]=[CH:12][CH:13]=[CH:14][C:7]2=[N:6][C:5]=1[CH3:15].Cl.[F:17][C:18]1[CH:32]=[CH:31][C:21]2[C:22]([CH:25]3[CH2:30][CH2:29][NH:28][CH2:27][CH2:26]3)=[N:23][O:24][C:20]=2[CH:19]=1.C(N(CC)C(C)C)(C)C.[I-].[Na+]. Given the product [F:17][C:18]1[CH:32]=[CH:31][C:21]2[C:22]([CH:25]3[CH2:26][CH2:27][N:28]([CH2:2][CH2:3][C:4]4[C:9](=[O:10])[N:8]5[CH:11]=[CH:12][CH:13]=[CH:14][C:7]5=[N:6][C:5]=4[CH3:15])[CH2:29][CH2:30]3)=[N:23][O:24][C:20]=2[CH:19]=1, predict the reactants needed to synthesize it.